This data is from Reaction yield outcomes from USPTO patents with 853,638 reactions. The task is: Predict the reaction yield, written as a fraction of the theoretical maximum amount of product (1.0 means a 100% yield; for example, 0.34 means a 34% yield). (1) The yield is 0.180. The product is [NH2:9][C:7]1[C:14]([C:17]([C:18]2[S:19][CH:20]=[CH:21][CH:22]=2)=[O:23])=[CH:13][NH:5][N:6]=1. The reactants are [N+]([O-])(O)=O.[NH2:5][NH:6][C:7]([NH2:9])=N.CN([CH:13]=[C:14]([C:17](=[O:23])[C:18]1[S:19][CH:20]=[CH:21][CH:22]=1)C#N)C.[OH-].[Na+]. The catalyst is C(O)C. (2) The reactants are [C:1]([O:5][CH2:6][CH2:7][CH2:8][CH2:9][CH2:10][CH2:11][CH2:12][CH2:13][CH2:14][CH2:15][CH2:16][P:17]([O:22]CC)([O:19]CC)=[O:18])(=[O:4])[CH:2]=[CH2:3].[Si](Br)(C)(C)C.Cl. The catalyst is C(Cl)Cl. The product is [C:1]([O:5][CH2:6][CH2:7][CH2:8][CH2:9][CH2:10][CH2:11][CH2:12][CH2:13][CH2:14][CH2:15][CH2:16][P:17](=[O:18])([OH:22])[OH:19])(=[O:4])[CH:2]=[CH2:3]. The yield is 0.400. (3) The reactants are [NH2:1][C:2]1[CH:3]=[C:4]([C:8]2[CH2:13][CH2:12][N:11]([CH2:14][CH2:15][N:16]([CH3:24])[C:17](=[O:23])[O:18][C:19]([CH3:22])([CH3:21])[CH3:20])[CH2:10][CH:9]=2)[CH:5]=[CH:6][CH:7]=1.[C:25](O)(=[O:34])[C:26]1[C:27]([O:32][CH3:33])=[CH:28][CH:29]=[CH:30][CH:31]=1.C(N=C=NC(C)C)(C)C. The catalyst is C(Cl)Cl. The product is [CH3:33][O:32][C:27]1[CH:28]=[CH:29][CH:30]=[CH:31][C:26]=1[C:25]([NH:1][C:2]1[CH:3]=[C:4]([CH:8]2[CH2:13][CH2:12][N:11]([CH2:14][CH2:15][N:16]([CH3:24])[C:17](=[O:23])[O:18][C:19]([CH3:20])([CH3:21])[CH3:22])[CH2:10][CH2:9]2)[CH:5]=[CH:6][CH:7]=1)=[O:34]. The yield is 0.340. (4) The product is [CH2:49]([N:11]([CH2:12][C:13]([CH3:36])=[CH:14][CH2:15][C:16]1[C:17]([OH:29])=[C:18]2[C:22](=[C:23]([CH3:27])[C:24]=1[O:25][CH3:26])[CH2:21][O:20][C:19]2=[O:28])[CH2:10][CH2:9][P:4](=[O:8])([OH:5])[OH:3])[C:43]1[CH:48]=[CH:47][CH:46]=[CH:45][CH:44]=1. The reactants are C([O:3][P:4]([CH2:9][CH2:10][NH:11][CH2:12][C:13]([CH3:36])=[CH:14][CH2:15][C:16]1[C:17]([O:29]CC[Si](C)(C)C)=[C:18]2[C:22](=[C:23]([CH3:27])[C:24]=1[O:25][CH3:26])[CH2:21][O:20][C:19]2=[O:28])(=[O:8])[O:5]CC)C.C[Si](Br)(C)C.N1[C:47]([CH3:48])=[CH:46][CH:45]=[CH:44][C:43]=1[CH3:49]. The catalyst is C(#N)C. The yield is 0.930. (5) The reactants are [O:1]1[C:5]2[CH:6]=[CH:7][CH:8]=[CH:9][C:4]=2[CH:3]=[C:2]1[C:10]1[N:14]2[N:15]=[C:16](Cl)[CH:17]=[CH:18][C:13]2=[N:12][CH:11]=1.[NH2:20][CH2:21][C@@H:22]([C:24]1[CH:29]=[CH:28][CH:27]=[CH:26][CH:25]=1)[OH:23].[Cl-].[NH4+]. The catalyst is C(O)CCC.COCCOCCO. The product is [O:1]1[C:5]2[CH:6]=[CH:7][CH:8]=[CH:9][C:4]=2[CH:3]=[C:2]1[C:10]1[N:14]2[N:15]=[C:16]([NH:20][CH2:21][C@@H:22]([C:24]3[CH:29]=[CH:28][CH:27]=[CH:26][CH:25]=3)[OH:23])[CH:17]=[CH:18][C:13]2=[N:12][CH:11]=1. The yield is 0.280. (6) The reactants are [Br:1][C:2]1[CH:7]=[CH:6][C:5]([C:8]2[CH:16]=[CH:15][CH:14]=[C:13]3[C:9]=2[CH2:10][C:11](=[O:17])[NH:12]3)=[CH:4][CH:3]=1.[CH3:18][C@H:19]1[NH:24][C@@H:23]([CH3:25])[CH2:22][N:21]([C:26]([C:28]2[C:29]([CH3:35])=[C:30]([CH:33]=O)[NH:31][CH:32]=2)=[O:27])[CH2:20]1. The catalyst is C(O)C.N1CCCCC1. The product is [Br:1][C:2]1[CH:3]=[CH:4][C:5]([C:8]2[CH:16]=[CH:15][CH:14]=[C:13]3[C:9]=2[C:10](=[CH:33][C:30]2[NH:31][CH:32]=[C:28]([C:26]([N:21]4[CH2:20][C@H:19]([CH3:18])[NH:24][C@H:23]([CH3:25])[CH2:22]4)=[O:27])[C:29]=2[CH3:35])[C:11](=[O:17])[NH:12]3)=[CH:6][CH:7]=1. The yield is 0.610. (7) The catalyst is C(O)(C(F)(F)F)=O.ClCCl. The yield is 0.369. The reactants are [N:1]1([C:6]2[N:11]=[C:10]([NH:12][C:13]([C:15]3[C:19]4[N:20]=[C:21]([NH:24][C@@H:25]5[CH2:30][CH2:29][O:28][CH2:27][C@@H:26]5[NH:31]C(=O)OC(C)(C)C)[N:22]=[CH:23][C:18]=4[S:17][CH:16]=3)=[O:14])[CH:9]=[CH:8][CH:7]=2)[CH:5]=[CH:4][NH:3][NH:2]1. The product is [N:1]1([C:6]2[N:11]=[C:10]([NH:12][C:13]([C:15]3[C:19]4[N:20]=[C:21]([NH:24][C@@H:25]5[CH2:30][CH2:29][O:28][CH2:27][C@@H:26]5[NH2:31])[N:22]=[CH:23][C:18]=4[S:17][CH:16]=3)=[O:14])[CH:9]=[CH:8][CH:7]=2)[CH:5]=[CH:4][N:3]=[N:2]1. (8) The reactants are [F:1][C:2]([F:16])([F:15])[C:3]1[CH:14]=[CH:13][CH:12]=[CH:11][C:4]=1[O:5][CH2:6][C:7](OC)=[O:8].O.[NH2:18][NH2:19]. The catalyst is CCO. The product is [F:1][C:2]([F:16])([F:15])[C:3]1[CH:14]=[CH:13][CH:12]=[CH:11][C:4]=1[O:5][CH2:6][C:7]([NH:18][NH2:19])=[O:8]. The yield is 0.960. (9) The reactants are O1[C:5]2([CH2:10][CH2:9][CH:8]([N:11]3[C:16](=[O:17])[C:15]([CH2:18][C:19]4[CH:24]=[CH:23][C:22]([C:25]5[CH:30]=[CH:29][CH:28]=[CH:27][C:26]=5[C:31]5[NH:35][C:34](=[O:36])[O:33][N:32]=5)=[CH:21][C:20]=4[F:37])=[C:14]([CH2:38][CH2:39][CH3:40])[N:13]4[N:41]=[C:42]([CH3:44])[N:43]=[C:12]34)[CH2:7][CH2:6]2)[O:4]CC1.Cl.C(=O)([O-])O.[Na+]. The catalyst is O1CCCC1. The product is [F:37][C:20]1[CH:21]=[C:22]([C:25]2[CH:30]=[CH:29][CH:28]=[CH:27][C:26]=2[C:31]2[NH:35][C:34](=[O:36])[O:33][N:32]=2)[CH:23]=[CH:24][C:19]=1[CH2:18][C:15]1[C:16](=[O:17])[N:11]([CH:8]2[CH2:9][CH2:10][C:5](=[O:4])[CH2:6][CH2:7]2)[C:12]2[N:13]([N:41]=[C:42]([CH3:44])[N:43]=2)[C:14]=1[CH2:38][CH2:39][CH3:40]. The yield is 0.740.